This data is from Reaction yield outcomes from USPTO patents with 853,638 reactions. The task is: Predict the reaction yield, written as a fraction of the theoretical maximum amount of product (1.0 means a 100% yield; for example, 0.34 means a 34% yield). (1) The reactants are [F:1][C:2]1[CH:7]=[CH:6][CH:5]=[C:4]([F:8])[C:3]=1[C:9]1[O:10][C:11]([C:17]2[CH:22]=[CH:21][C:20]([N:23]3[CH2:28][CH2:27][NH:26][CH2:25][CH2:24]3)=[CH:19][CH:18]=2)=[C:12]([C:14]([NH2:16])=[O:15])[N:13]=1.C(N(CC)CC)C.[C:36](Cl)(=[O:38])[CH3:37]. The catalyst is C(Cl)Cl. The product is [C:36]([N:26]1[CH2:25][CH2:24][N:23]([C:20]2[CH:19]=[CH:18][C:17]([C:11]3[O:10][C:9]([C:3]4[C:4]([F:8])=[CH:5][CH:6]=[CH:7][C:2]=4[F:1])=[N:13][C:12]=3[C:14]([NH2:16])=[O:15])=[CH:22][CH:21]=2)[CH2:28][CH2:27]1)(=[O:38])[CH3:37]. The yield is 0.780. (2) The reactants are CO.[CH:3]([C:5]1[CH:10]=[CH:9][C:8]([N:11]2[CH:15]([C:16]3[CH:21]=[CH:20][CH:19]=[CH:18][CH:17]=3)[C:14]([C:22](=[O:31])[C:23]3[CH:28]=[CH:27][C:26]([O:29][CH3:30])=[CH:25][CH:24]=3)=[C:13]([OH:32])[C:12]2=[O:33])=[CH:7][CH:6]=1)=O.[Cl-].[CH3:35][O:36][NH3+:37].C([O-])(=O)C.[Na+]. The catalyst is O. The product is [OH:32][C:13]1[C:12](=[O:33])[N:11]([C:8]2[CH:7]=[CH:6][C:5]([CH:3]=[N:37][O:36][CH3:35])=[CH:10][CH:9]=2)[CH:15]([C:16]2[CH:21]=[CH:20][CH:19]=[CH:18][CH:17]=2)[C:14]=1[C:22](=[O:31])[C:23]1[CH:28]=[CH:27][C:26]([O:29][CH3:30])=[CH:25][CH:24]=1. The yield is 0.0300. (3) The reactants are [F:1][C:2]1[CH:22]=[C:21]([S:23]([CH3:26])(=[O:25])=[O:24])[C:20]([F:27])=[CH:19][C:3]=1[O:4][CH:5]1[CH2:9][CH2:8][N:7]([CH:10]2[CH2:15][CH2:14][N:13]([C:16]#[N:17])[CH2:12][CH2:11]2)[C:6]1=[O:18].[OH:28][NH:29][C:30](=N)[CH:31]([CH3:33])[CH3:32]. The catalyst is CCOC(C)=O.CCOCC.[Br-].[Zn+2].[Br-]. The product is [F:1][C:2]1[CH:22]=[C:21]([S:23]([CH3:26])(=[O:25])=[O:24])[C:20]([F:27])=[CH:19][C:3]=1[O:4][CH:5]1[CH2:9][CH2:8][N:7]([CH:10]2[CH2:11][CH2:12][N:13]([C:16]3[O:28][N:29]=[C:30]([CH:31]([CH3:33])[CH3:32])[N:17]=3)[CH2:14][CH2:15]2)[C:6]1=[O:18]. The yield is 0.130. (4) The reactants are Br[C:2]1[CH:3]=[CH:4][C:5]2[O:11][CH2:10][CH2:9][N:8]3[CH:12]=[C:13]([C:15]4[N:19]([CH:20]([CH3:22])[CH3:21])[N:18]=[CH:17][N:16]=4)[N:14]=[C:7]3[C:6]=2[CH:23]=1.[F:24][C:25]1[C:30](B(O)O)=[CH:29][CH:28]=[CH:27][N:26]=1.C([O-])(=O)C.[K+].CN(C=O)C. The catalyst is C1C=CC([P]([Pd]([P](C2C=CC=CC=2)(C2C=CC=CC=2)C2C=CC=CC=2)([P](C2C=CC=CC=2)(C2C=CC=CC=2)C2C=CC=CC=2)[P](C2C=CC=CC=2)(C2C=CC=CC=2)C2C=CC=CC=2)(C2C=CC=CC=2)C2C=CC=CC=2)=CC=1.O. The product is [F:24][C:25]1[C:30]([C:2]2[CH:3]=[CH:4][C:5]3[O:11][CH2:10][CH2:9][N:8]4[CH:12]=[C:13]([C:15]5[N:19]([CH:20]([CH3:22])[CH3:21])[N:18]=[CH:17][N:16]=5)[N:14]=[C:7]4[C:6]=3[CH:23]=2)=[CH:29][CH:28]=[CH:27][N:26]=1. The yield is 0.800. (5) The reactants are CC1N=C(N2CCN(C3C=CC=CC=3)C2=O)SC=1C(OCC)=O.[CH2:24]([N:31]1[CH2:35][CH2:34][N:33]([C:36]2[S:37][C:38]([C:42]([O:44]CC)=[O:43])=[C:39]([CH3:41])[N:40]=2)[C:32]1=[O:47])[C:25]1[CH:30]=[CH:29][CH:28]=[CH:27][CH:26]=1. The yield is 0.840. The product is [CH2:24]([N:31]1[CH2:35][CH2:34][N:33]([C:36]2[S:37][C:38]([C:42]([OH:44])=[O:43])=[C:39]([CH3:41])[N:40]=2)[C:32]1=[O:47])[C:25]1[CH:30]=[CH:29][CH:28]=[CH:27][CH:26]=1. No catalyst specified. (6) The reactants are [C:1](Cl)(=[O:3])[CH3:2].[N+:5]([C:8]1[CH:9]=[CH:10][C:11]2[CH2:17][CH2:16][CH2:15][CH2:14][NH:13][C:12]=2[CH:18]=1)([O-:7])=[O:6].C([O-])(O)=O.[Na+]. The catalyst is C(Cl)Cl. The product is [N+:5]([C:8]1[CH:9]=[CH:10][C:11]2[CH2:17][CH2:16][CH2:15][CH2:14][N:13]([C:1](=[O:3])[CH3:2])[C:12]=2[CH:18]=1)([O-:7])=[O:6]. The yield is 0.800. (7) The reactants are Br[C:2]1[CH:3]=[C:4]([N:12]2[CH:16]=[CH:15][CH:14]=[N:13]2)[C:5]([N+:9]([O-:11])=[O:10])=[C:6]([NH2:8])[CH:7]=1.[N:17]1[CH:22]=[CH:21][CH:20]=[C:19](B(CC)CC)[CH:18]=1.C(=O)([O-])[O-].[Na+].[Na+]. The catalyst is C1COCC1.C(OCC)(=O)C. The product is [N+:9]([C:5]1[C:4]([N:12]2[CH:16]=[CH:15][CH:14]=[N:13]2)=[CH:3][C:2]([C:19]2[CH:18]=[N:17][CH:22]=[CH:21][CH:20]=2)=[CH:7][C:6]=1[NH2:8])([O-:11])=[O:10]. The yield is 0.600.